This data is from Reaction yield outcomes from USPTO patents with 853,638 reactions. The task is: Predict the reaction yield, written as a fraction of the theoretical maximum amount of product (1.0 means a 100% yield; for example, 0.34 means a 34% yield). The reactants are [Cl:1][C:2]1[CH:41]=[CH:40][C:5]([O:6][CH2:7][C:8]([N:10]2[CH2:15][CH2:14][N:13]([CH2:16][C:17]3[N:26]([C:27]4[CH:32]=[C:31]([CH:33]=C)[CH:30]=[CH:29][C:28]=4[O:35][CH:36]([CH3:38])[CH3:37])[C:25](=[O:39])[C:24]4[C:19](=[CH:20][CH:21]=[CH:22][CH:23]=4)[N:18]=3)[CH2:12][CH2:11]2)=[O:9])=[CH:4][CH:3]=1.[O:42]1CCOCC1.O. The catalyst is C([O-])(O)=O.[Na+].O=[Os](=O)(=O)=O. The product is [Cl:1][C:2]1[CH:3]=[CH:4][C:5]([O:6][CH2:7][C:8]([N:10]2[CH2:11][CH2:12][N:13]([CH2:16][C:17]3[N:26]([C:27]4[CH:32]=[C:31]([CH:30]=[CH:29][C:28]=4[O:35][CH:36]([CH3:38])[CH3:37])[CH:33]=[O:42])[C:25](=[O:39])[C:24]4[C:19](=[CH:20][CH:21]=[CH:22][CH:23]=4)[N:18]=3)[CH2:14][CH2:15]2)=[O:9])=[CH:40][CH:41]=1. The yield is 0.640.